Dataset: Full USPTO retrosynthesis dataset with 1.9M reactions from patents (1976-2016). Task: Predict the reactants needed to synthesize the given product. (1) Given the product [Cl:22][C:17]1[CH:18]=[CH:19][CH:20]=[CH:21][C:16]=1[C:7]1[CH:6]=[C:5]2[C:13]([C:2]([CH2:29][CH2:28][C:30](=[O:31])[CH3:32])=[CH:3][N:4]2[CH3:23])=[C:12]2[C:8]=1[C:9](=[O:15])[NH:10][C:11]2=[O:14], predict the reactants needed to synthesize it. The reactants are: Br[C:2]1[C:13]2[C:5](=[CH:6][C:7]([C:16]3[CH:21]=[CH:20][CH:19]=[CH:18][C:17]=3[Cl:22])=[C:8]3[C:12]=2[C:11](=[O:14])[NH:10][C:9]3=[O:15])[N:4]([CH3:23])[CH:3]=1.[Cl-].[In+3].[Cl-].[Cl-].[CH:28]([C:30]([CH3:32])=[O:31])=[CH2:29].C(OCC)(=O)C. (2) Given the product [CH2:26]([O:25][C:23]([C:10]1([CH2:9][CH2:8][O:1][C:2]2[CH:3]=[CH:4][CH:5]=[CH:6][CH:7]=2)[CH2:11][CH2:12][N:13]([CH2:16][C:51]2[CH:52]=[CH:53][C:48]([O:47][CH2:44][CH:45]=[CH2:46])=[C:49]([Cl:56])[CH:50]=2)[CH2:14][CH2:15]1)=[O:24])[CH3:27], predict the reactants needed to synthesize it. The reactants are: [O:1]([CH2:8][CH2:9][C:10]1([C:23]([O:25][CH2:26][CH3:27])=[O:24])[CH2:15][CH2:14][N:13]([C:16](OC(C)(C)C)=O)[CH2:12][CH2:11]1)[C:2]1[CH:7]=[CH:6][CH:5]=[CH:4][CH:3]=1.FC(F)(F)C(O)=O.N1(C([O-])=O)CCCCC1.[CH2:44]([O:47][C:48]1[CH:53]=[CH:52][C:51](CBr)=[CH:50][C:49]=1[Cl:56])[CH:45]=[CH2:46].C(N(CC)C(C)C)(C)C.